From a dataset of Peptide-MHC class II binding affinity with 134,281 pairs from IEDB. Regression. Given a peptide amino acid sequence and an MHC pseudo amino acid sequence, predict their binding affinity value. This is MHC class II binding data. (1) The peptide sequence is WPADYGHYGPLFIRM. The MHC is DRB5_0101 with pseudo-sequence DRB5_0101. The binding affinity (normalized) is 0.0676. (2) The peptide sequence is FKSGRGCGSCFEIKC. The MHC is DRB1_1302 with pseudo-sequence DRB1_1302. The binding affinity (normalized) is 0. (3) The peptide sequence is ARMWIQAATTMASYQ. The MHC is DRB1_1001 with pseudo-sequence DRB1_1001. The binding affinity (normalized) is 0.580. (4) The peptide sequence is YPSGTSGSPIVNRNG. The MHC is DRB3_0301 with pseudo-sequence DRB3_0301. The binding affinity (normalized) is 0.516. (5) The peptide sequence is MAFLRSVSCLAAAVF. The MHC is DRB1_1001 with pseudo-sequence DRB1_1001. The binding affinity (normalized) is 0.462. (6) The peptide sequence is NPPFGDSYIIVGRGD. The MHC is DRB5_0101 with pseudo-sequence DRB5_0101. The binding affinity (normalized) is 0.524. (7) The peptide sequence is DVLSQPMLPHTWDGS. The MHC is HLA-DQA10101-DQB10501 with pseudo-sequence HLA-DQA10101-DQB10501. The binding affinity (normalized) is 0.342.